This data is from Catalyst prediction with 721,799 reactions and 888 catalyst types from USPTO. The task is: Predict which catalyst facilitates the given reaction. (1) The catalyst class is: 624. Reactant: [Cl:1][C:2]1[CH:3]=[CH:4][C:5]([NH:8][C:9]([CH2:11][N:12]2[C:16]([C:17]([OH:19])=O)=[CH:15][C:14]([O:20][CH2:21][CH2:22][O:23][CH2:24][CH2:25][O:26][CH3:27])=[N:13]2)=[O:10])=[N:6][CH:7]=1.Cl.[CH:29]([N:32]1[CH2:37][CH2:36][CH:35]([NH2:38])[CH2:34][CH2:33]1)([CH3:31])[CH3:30].C1N(P(Cl)(N2C(=O)OCC2)=O)C(=O)OC1. Product: [CH:29]([N:32]1[CH2:37][CH2:36][CH:35]([NH:38][C:17]([C:16]2[N:12]([CH2:11][C:9](=[O:10])[NH:8][C:5]3[CH:4]=[CH:3][C:2]([Cl:1])=[CH:7][N:6]=3)[N:13]=[C:14]([O:20][CH2:21][CH2:22][O:23][CH2:24][CH2:25][O:26][CH3:27])[CH:15]=2)=[O:19])[CH2:34][CH2:33]1)([CH3:31])[CH3:30]. (2) Reactant: I[C:2]1[CH:3]=[CH:4][C:5]([CH3:25])=[C:6]([C:8]2[CH:9]=[C:10]3[C:15](=[CH:16][CH:17]=2)[C:14]([O:18][C@H:19]([CH3:24])[C:20]([F:23])([F:22])[F:21])=[N:13][N:12]=[CH:11]3)[CH:7]=1.[Cu](C#N)[C:27]#[N:28]. Product: [CH3:25][C:5]1[CH:4]=[CH:3][C:2]([C:27]#[N:28])=[CH:7][C:6]=1[C:8]1[CH:9]=[C:10]2[C:15](=[CH:16][CH:17]=1)[C:14]([O:18][C@H:19]([CH3:24])[C:20]([F:21])([F:22])[F:23])=[N:13][N:12]=[CH:11]2. The catalyst class is: 85. (3) Reactant: Br[C:2]1[CH:3]=[CH:4][C:5]([F:8])=[N:6][CH:7]=1.[O:9]1[CH2:14][CH2:13][CH2:12][CH2:11][CH:10]1[O:15][CH2:16][CH2:17][N:18]1[CH:22]=[C:21](B2OC(C)(C)C(C)(C)O2)[CH:20]=[N:19]1.C([O-])([O-])=O.[Na+].[Na+]. Product: [F:8][C:5]1[CH:4]=[CH:3][C:2]([C:21]2[CH:20]=[N:19][N:18]([CH2:17][CH2:16][O:15][CH:10]3[CH2:11][CH2:12][CH2:13][CH2:14][O:9]3)[CH:22]=2)=[CH:7][N:6]=1. The catalyst class is: 77. (4) Reactant: O=C1C2(C3C(=CC4OCCOC=4C=3)OC2)C2C(=CC=CC=2)N1C[C:24]1[C:29]([C:30]([OH:32])=O)=[CH:28][CH:27]=[CH:26][N:25]=1.Cl.CN.O[N:37]1C2C=CC=CC=2N=N1.CN1CCOCC1. Product: [N:25]1[CH:26]=[CH:27][CH:28]=[C:29]([C:30]([NH2:37])=[O:32])[CH:24]=1. The catalyst class is: 145. (5) Product: [Cl:12][C:8]1[C:5]2=[N:6][CH:7]=[C:2]([O:14][CH3:13])[N:3]=[C:4]2[CH:11]=[CH:10][N:9]=1. The catalyst class is: 18. Reactant: Cl[C:2]1[N:3]=[C:4]2[CH:11]=[CH:10][N:9]=[C:8]([Cl:12])[C:5]2=[N:6][CH:7]=1.[CH3:13][O-:14].[Na+].CO. (6) Product: [C:12]([O:16][C:17]([NH:1][C@H:2]([CH2:6][CH:7]1[CH2:9][CH2:8]1)[C:3]([OH:5])=[O:4])=[O:18])([CH3:15])([CH3:14])[CH3:13]. The catalyst class is: 38. Reactant: [NH2:1][C@H:2]([CH2:6][CH:7]1[CH2:9][CH2:8]1)[C:3]([OH:5])=[O:4].[OH-].[Na+].[C:12]([O:16][C:17](O[C:17]([O:16][C:12]([CH3:15])([CH3:14])[CH3:13])=[O:18])=[O:18])([CH3:15])([CH3:14])[CH3:13].Cl. (7) Reactant: [C:1]([O:4][C@H:5]1[CH2:10][CH2:9][C@H:8]([C:11]2[N:15]3[CH:16]=[CH:17][N:18]=[C:19]([CH3:20])[C:14]3=[CH:13][N:12]=2)[CH2:7][CH2:6]1)(=[O:3])[CH3:2].[Br:21]N1C(=O)CCC1=O.C(=O)([O-])O.[Na+]. Product: [C:1]([O:4][C@H:5]1[CH2:10][CH2:9][C@H:8]([C:11]2[N:15]3[CH:16]=[CH:17][N:18]=[C:19]([CH3:20])[C:14]3=[C:13]([Br:21])[N:12]=2)[CH2:7][CH2:6]1)(=[O:3])[CH3:2]. The catalyst class is: 9. (8) Reactant: [CH3:1][O:2][CH2:3][CH2:4][O:5][C:6]1[CH:11]=[CH:10][N:9]2[C:12]([C:15]([OH:17])=O)=[CH:13][N:14]=[C:8]2[CH:7]=1.C(Cl)(=O)C(Cl)=O.[CH2:24]([N:31]1[C:39]2[CH:38]=[CH:37][CH:36]=[C:35]([NH2:40])[C:34]=2[CH:33]=[N:32]1)[C:25]1[CH:30]=[CH:29][CH:28]=[CH:27][CH:26]=1.C(N(C(C)C)CC)(C)C. Product: [CH2:24]([N:31]1[C:39]2[C:34](=[C:35]([NH:40][C:15]([C:12]3[N:9]4[CH:10]=[CH:11][C:6]([O:5][CH2:4][CH2:3][O:2][CH3:1])=[CH:7][C:8]4=[N:14][CH:13]=3)=[O:17])[CH:36]=[CH:37][CH:38]=2)[CH:33]=[N:32]1)[C:25]1[CH:26]=[CH:27][CH:28]=[CH:29][CH:30]=1. The catalyst class is: 59. (9) Reactant: C1(OC(=NC2C=CC=CC=2)C=COC2C=CC=CC=2)C=CC=CC=1.[CH3:25][N:26]([CH:33]=[CH:34][C:35](=[N:43][C:44]1[CH:49]=[CH:48][CH:47]=[CH:46][CH:45]=1)[O:36][C:37]1[CH:42]=[CH:41][CH:40]=[CH:39][CH:38]=1)[C:27]1[CH:32]=[CH:31][CH:30]=[CH:29][CH:28]=1.CNC1C=CC=CC=1. Product: [CH3:25][N:26]([CH:33]=[CH:34][C:35](=[N:43][C:44]1[CH:49]=[CH:48][CH:47]=[CH:46][CH:45]=1)[O:36][C:37]1[CH:38]=[CH:39][CH:40]=[CH:41][CH:42]=1)[C:27]1[CH:28]=[CH:29][CH:30]=[CH:31][CH:32]=1. The catalyst class is: 10. (10) Reactant: Br[CH2:2][C:3]([C:5]1[CH:14]=[CH:13][CH:12]=[C:11]2[C:6]=1[N:7]=[C:8]([NH:16][C:17]([CH3:20])([CH3:19])[CH3:18])[C:9]([CH3:15])=[N:10]2)=[O:4].[C:21]([O:25][C:26]([NH:28][C:29]([CH3:39])([CH3:38])[C:30](=[O:37])[CH2:31][C:32]([O:34][CH2:35][CH3:36])=[O:33])=[O:27])([CH3:24])([CH3:23])[CH3:22].C([O-])([O-])=O.[K+].[K+].C([O-])(O)=O.[Na+]. Product: [C:21]([O:25][C:26]([NH:28][C:29]([CH3:38])([CH3:39])[C:30](=[O:37])[CH:31]([CH2:2][C:3]([C:5]1[CH:14]=[CH:13][CH:12]=[C:11]2[C:6]=1[N:7]=[C:8]([NH:16][C:17]([CH3:20])([CH3:19])[CH3:18])[C:9]([CH3:15])=[N:10]2)=[O:4])[C:32]([O:34][CH2:35][CH3:36])=[O:33])=[O:27])([CH3:23])([CH3:24])[CH3:22]. The catalyst class is: 3.